Dataset: CYP2D6 inhibition data for predicting drug metabolism from PubChem BioAssay. Task: Regression/Classification. Given a drug SMILES string, predict its absorption, distribution, metabolism, or excretion properties. Task type varies by dataset: regression for continuous measurements (e.g., permeability, clearance, half-life) or binary classification for categorical outcomes (e.g., BBB penetration, CYP inhibition). Dataset: cyp2d6_veith. The compound is N=C(N)C(N=Nc1ccccc1)C(=N)N. The result is 0 (non-inhibitor).